This data is from Full USPTO retrosynthesis dataset with 1.9M reactions from patents (1976-2016). The task is: Predict the reactants needed to synthesize the given product. Given the product [Br:1][C:2]1[CH:10]=[CH:9][C:5]([C:6]([Cl:12])=[N:7][OH:8])=[CH:4][C:3]=1[CH3:11], predict the reactants needed to synthesize it. The reactants are: [Br:1][C:2]1[CH:10]=[CH:9][C:5]([CH:6]=[N:7][OH:8])=[CH:4][C:3]=1[CH3:11].[ClH:12].Cl[O-].[Na+].